This data is from Catalyst prediction with 721,799 reactions and 888 catalyst types from USPTO. The task is: Predict which catalyst facilitates the given reaction. (1) Reactant: [CH3:1][NH2:2].F[C:4]1[CH:5]=[C:6]([CH:14]=[CH:15][C:16]=1[N+:17]([O-:19])=[O:18])[CH2:7][N:8]1[CH2:13][CH2:12][O:11][CH2:10][CH2:9]1. Product: [CH3:1][NH:2][C:4]1[CH:5]=[C:6]([CH2:7][N:8]2[CH2:13][CH2:12][O:11][CH2:10][CH2:9]2)[CH:14]=[CH:15][C:16]=1[N+:17]([O-:19])=[O:18]. The catalyst class is: 16. (2) Reactant: [C:1]1([N:7]2[C:12]3[CH:13]=[CH:14][CH:15]=[CH:16][C:11]=3[O:10][CH2:9][S:8]2(=[O:18])=[O:17])[CH:6]=[CH:5][CH:4]=[CH:3][CH:2]=1.C[Si]([N-][Si](C)(C)C)(C)C.[Li+].[I-].[CH3:30][N+:31]([CH3:33])=[CH2:32]. The catalyst class is: 7. Product: [O:18]=[S:8]1(=[O:17])[CH:9]([CH2:30][N:31]([CH3:33])[CH3:32])[O:10][C:11]2[CH:16]=[CH:15][CH:14]=[CH:13][C:12]=2[N:7]1[C:1]1[CH:2]=[CH:3][CH:4]=[CH:5][CH:6]=1. (3) Reactant: [CH3:1][S:2]([CH2:4][CH:5]([NH:16][C:17](=[O:23])[O:18][C:19]([CH3:22])([CH3:21])[CH3:20])[C:6]1[CH:11]=[CH:10][CH:9]=[CH:8][C:7]=1[C:12]([F:15])([F:14])[F:13])=O.C1(P(C2C=CC=CC=2)C2C=CC=CC=2)C=CC=CC=1. Product: [CH3:1][S:2][CH2:4][CH:5]([NH:16][C:17](=[O:23])[O:18][C:19]([CH3:21])([CH3:20])[CH3:22])[C:6]1[CH:11]=[CH:10][CH:9]=[CH:8][C:7]=1[C:12]([F:15])([F:14])[F:13]. The catalyst class is: 717. (4) Reactant: [Br:1][C:2]1[CH:11]=[C:10]2[C:5]([C:6](Cl)=[C:7]([C:12]([NH2:14])=[O:13])[CH:8]=[N:9]2)=[CH:4][CH:3]=1.[CH3:16][O:17][C:18](=[O:30])[C:19]1[CH:28]=[C:27]([NH2:29])[CH:26]=[C:21]([C:22]([O:24][CH3:25])=[O:23])[CH:20]=1. Product: [NH2:14][C:12]([C:7]1[CH:8]=[N:9][C:10]2[C:5]([C:6]=1[NH:29][C:27]1[CH:28]=[C:19]([C:18]([O:17][CH3:16])=[O:30])[CH:20]=[C:21]([C:22]([O:24][CH3:25])=[O:23])[CH:26]=1)=[CH:4][CH:3]=[C:2]([Br:1])[CH:11]=2)=[O:13]. The catalyst class is: 212. (5) Reactant: Br[C:2]1[CH:3]=[CH:4][CH:5]=[C:6]2[C:11]=1[CH:10]=[N:9][C:8]([NH:12][C:13]1[N:14]=[CH:15][C:16]([C:19]#[N:20])=[N:17][CH:18]=1)=[CH:7]2.[NH2:21][CH2:22][CH2:23][N:24]1[CH2:29][CH2:28][O:27][CH2:26][CH2:25]1.C1(P(C2C=CC=CC=2)C2C=CC=CC=2)C=CC=CC=1.[C:49]([O-])(=[O:51])C.[Na+]. Product: [C:19]([C:16]1[N:17]=[CH:18][C:13]([NH:12][C:8]2[N:9]=[CH:10][C:11]3[C:6]([CH:7]=2)=[CH:5][CH:4]=[CH:3][C:2]=3[C:49]([NH:21][CH2:22][CH2:23][N:24]2[CH2:29][CH2:28][O:27][CH2:26][CH2:25]2)=[O:51])=[N:14][CH:15]=1)#[N:20]. The catalyst class is: 274. (6) Reactant: [C:1](Cl)(=[O:7])[CH2:2][CH2:3][CH2:4][CH2:5][CH3:6].[CH2:9]([O:16][C:17]1[CH:18]=[C:19]([CH:33]=[CH:34][CH:35]=1)[C:20]([NH:22][C:23]1[CH:28]=[CH:27][CH:26]=[CH:25][C:24]=1[S:29](=[O:32])(=[O:31])[NH2:30])=[O:21])[CH2:10][CH2:11][CH2:12][CH2:13][CH2:14][CH3:15]. Product: [CH2:9]([O:16][C:17]1[CH:18]=[C:19]([CH:33]=[CH:34][CH:35]=1)[C:20]([NH:22][C:23]1[CH:28]=[CH:27][CH:26]=[CH:25][C:24]=1[S:29]([NH:30][C:1](=[O:7])[CH2:2][CH2:3][CH2:4][CH2:5][CH3:6])(=[O:32])=[O:31])=[O:21])[CH2:10][CH2:11][CH2:12][CH2:13][CH2:14][CH3:15]. The catalyst class is: 367. (7) Product: [CH3:1][O:2][C:3]1[CH:8]=[CH:7][CH:6]=[C:5]([O:9][CH3:10])[C:4]=1[B:16]([OH:19])[OH:17]. Reactant: [CH3:1][O:2][C:3]1[CH:8]=[CH:7][CH:6]=[C:5]([O:9][CH3:10])[CH:4]=1.[Li]CCCC.[B:16](OC)([O:19]C)[O:17]C.O. The catalyst class is: 559. (8) The catalyst class is: 5. Reactant: C([O:3][C:4](=[O:26])[C:5]1[CH:10]=[CH:9][C:8]([Br:11])=[C:7]([CH2:12][N:13]([C:16]([O:18][CH2:19][C:20]2[CH:25]=[CH:24][CH:23]=[CH:22][CH:21]=2)=[O:17])[CH2:14][CH3:15])[CH:6]=1)C.[Li+].[OH-]. Product: [CH2:19]([O:18][C:16]([N:13]([CH2:12][C:7]1[CH:6]=[C:5]([CH:10]=[CH:9][C:8]=1[Br:11])[C:4]([OH:26])=[O:3])[CH2:14][CH3:15])=[O:17])[C:20]1[CH:25]=[CH:24][CH:23]=[CH:22][CH:21]=1.